This data is from Reaction yield outcomes from USPTO patents with 853,638 reactions. The task is: Predict the reaction yield, written as a fraction of the theoretical maximum amount of product (1.0 means a 100% yield; for example, 0.34 means a 34% yield). (1) The reactants are [Br:1][C:2]1[CH:3]=[C:4]([CH:8]=[C:9]([Br:21])[C:10]=1[O:11][C:12]1[CH:17]=[CH:16][C:15]([N+:18]([O-:20])=[O:19])=[CH:14][CH:13]=1)[C:5]([OH:7])=O.[CH3:22][O:23][C:24](=[O:27])[CH2:25][NH2:26].Cl.C(N=C=NCCCN(C)C)C.O.ON1C2C=CC=CC=2N=N1.C(N(CC)CC)C. The catalyst is ClCCl. The product is [N+:18]([C:15]1[CH:16]=[CH:17][C:12]([O:11][C:10]2[C:9]([Br:21])=[CH:8][C:4]([C:5]([NH:26][CH2:25][C:24]([O:23][CH3:22])=[O:27])=[O:7])=[CH:3][C:2]=2[Br:1])=[CH:13][CH:14]=1)([O-:20])=[O:19]. The yield is 0.750. (2) The product is [CH3:1][N:2]([CH3:20])[C:3]([C:5]1[N:14]([CH:15]2[CH2:19][CH2:18][CH2:17][CH2:16]2)[C:8]2[N:9]=[C:10]([NH:38][C:35]3[CH:36]=[CH:37][C:32]([N:29]4[CH2:30][CH2:31][C@H:27]([OH:26])[CH2:28]4)=[CH:33][N:34]=3)[N:11]=[CH:12][C:7]=2[CH:6]=1)=[O:4]. The yield is 0.650. No catalyst specified. The reactants are [CH3:1][N:2]([CH3:20])[C:3]([C:5]1[N:14]([CH:15]2[CH2:19][CH2:18][CH2:17][CH2:16]2)[C:8]2[N:9]=[C:10](Cl)[N:11]=[CH:12][C:7]=2[CH:6]=1)=[O:4].C([Si](C)(C)[O:26][C@H:27]1[CH2:31][CH2:30][N:29](/[CH:32]=[CH:33]/[NH:34][C:35](=[NH:38])[CH:36]=[CH2:37])[CH2:28]1)(C)(C)C.CCCC[N+](CCCC)(CCCC)CCCC.[F-]. (3) The reactants are Cl[C:2]1[C:11]2[C:6](=[CH:7][CH:8]=[C:9]([Cl:12])[CH:10]=2)[N:5]=[CH:4][C:3]=1[N+:13]([O-:15])=[O:14].[CH3:16][NH2:17]. The catalyst is C1COCC1. The product is [Cl:12][C:9]1[CH:10]=[C:11]2[C:6](=[CH:7][CH:8]=1)[N:5]=[CH:4][C:3]([N+:13]([O-:15])=[O:14])=[C:2]2[NH:17][CH3:16]. The yield is 0.910. (4) The reactants are Br[C:2]1[C:3]([CH3:12])=[CH:4][C:5]2[O:9][C:8]([F:10])=[CH:7][C:6]=2[CH:11]=1.FC1(F)OC2C=C(C)C(C3N=C[C:26]([NH:29][C:30](=O)[C:31]4[CH:36]=[CH:35]C=CC=4F)=[N:27]C=3)=CC=2O1.[O-]P([O-])([O-])=O.[K+].[K+].[K+].CC(=O)OCC. The catalyst is C(#N)C.O1CCOCC1.O. The product is [F:10][C:8]1[O:9][C:5]2[CH:4]=[C:3]([CH3:12])[C:2]([C:31]3[CH:36]=[CH:35][C:26]([NH2:27])=[N:29][CH:30]=3)=[CH:11][C:6]=2[CH:7]=1. The yield is 0.568. (5) The reactants are Br[C:2]1[CH:3]=[C:4]([CH:16]=[CH:17][CH:18]=1)[C:5]([NH:7][CH2:8][CH2:9][CH2:10][N:11]([CH2:14][CH3:15])[CH2:12][CH3:13])=[O:6].[NH2:19][C:20]1[CH:21]=[C:22]([CH:32]=[CH:33][CH:34]=1)[C:23]([NH:25][C:26]1[CH:31]=[CH:30][N:29]=[CH:28][CH:27]=1)=[O:24].CC(C1C=C(C(C)C)C(C2C=CC=CC=2P(C2CCCCC2)C2CCCCC2)=C(C(C)C)C=1)C.C([O-])([O-])=O.[K+].[K+]. The catalyst is CC(O)(C)C.C1C=CC(/C=C/C(/C=C/C2C=CC=CC=2)=O)=CC=1.C1C=CC(/C=C/C(/C=C/C2C=CC=CC=2)=O)=CC=1.C1C=CC(/C=C/C(/C=C/C2C=CC=CC=2)=O)=CC=1.[Pd].[Pd]. The yield is 0.570. The product is [CH2:12]([N:11]([CH2:14][CH3:15])[CH2:10][CH2:9][CH2:8][NH:7][C:5](=[O:6])[C:4]1[CH:16]=[CH:17][CH:18]=[C:2]([NH:19][C:20]2[CH:34]=[CH:33][CH:32]=[C:22]([C:23](=[O:24])[NH:25][C:26]3[CH:31]=[CH:30][N:29]=[CH:28][CH:27]=3)[CH:21]=2)[CH:3]=1)[CH3:13]. (6) The reactants are [CH3:1][C:2]1[CH:3]=[C:4]([C@H:19]([NH:21][C:22]2[CH:31]=[CH:30][CH:29]=[CH:28][C:23]=2[C:24]([O:26]C)=[O:25])[CH3:20])[C:5]2[N:6]([CH:18]=1)[C:7](=[O:17])[CH:8]=[C:9]([N:11]1[CH2:16][CH2:15][O:14][CH2:13][CH2:12]1)[N:10]=2.[OH-].[Na+]. The catalyst is C1COCC1.CO.O. The product is [CH3:1][C:2]1[CH:3]=[C:4]([C@H:19]([NH:21][C:22]2[CH:31]=[CH:30][CH:29]=[CH:28][C:23]=2[C:24]([OH:26])=[O:25])[CH3:20])[C:5]2[N:6]([CH:18]=1)[C:7](=[O:17])[CH:8]=[C:9]([N:11]1[CH2:16][CH2:15][O:14][CH2:13][CH2:12]1)[N:10]=2. The yield is 0.580. (7) The product is [CH2:12]([O:16][C:45]1[CH:47]=[CH:48][C:40]([CH:39]=[O:38])=[CH:41][C:42]=1[O:43][CH3:44])[CH2:13][C:14]#[CH:15]. The reactants are CC1C=CC(S(Cl)(=O)=O)=CC=1.[CH2:12]([OH:16])[CH2:13][C:14]#[CH:15].N1C=CC=CC=1.CC1C=CC(S(OCCC#C)(=O)=O)=CC=1.[O:38]=[CH:39][C:40]1[CH:48]=[CH:47][C:45](O)=[C:42]([O:43][CH3:44])[CH:41]=1. The catalyst is C(Cl)Cl. The yield is 0.340. (8) The reactants are [H-].[Na+].[C:3]([CH2:5][C:6]1[CH:13]=[CH:12][C:9]([C:10]#[N:11])=[CH:8][CH:7]=1)#[N:4].Cl[CH2:15][CH2:16][O:17][CH2:18]Cl. The catalyst is CN1CCCC1=O.C1COCC1. The product is [C:10]([C:9]1[CH:12]=[CH:13][C:6]([C:5]2([C:3]#[N:4])[CH2:15][CH2:16][O:17][CH2:18]2)=[CH:7][CH:8]=1)#[N:11]. The yield is 0.174. (9) The product is [N:28]1[CH:29]=[CH:30][CH:31]=[CH:32][C:27]=1[N:25]1[C:4]([OH:24])=[C:5]([CH2:14][C:15]2[CH:16]=[CH:17][C:18]([N+:21]([O-:23])=[O:22])=[CH:19][CH:20]=2)[C:6]([C:7]2[CH:8]=[CH:9][CH:10]=[CH:11][CH:12]=2)=[N:26]1. The catalyst is C(O)C. The reactants are C(O[C:4](=[O:24])[CH:5]([CH2:14][C:15]1[CH:20]=[CH:19][C:18]([N+:21]([O-:23])=[O:22])=[CH:17][CH:16]=1)[C:6](=O)[C:7]1[CH:12]=[CH:11][CH:10]=[CH:9][CH:8]=1)C.[NH:25]([C:27]1[CH:32]=[CH:31][CH:30]=[CH:29][N:28]=1)[NH2:26]. The yield is 0.290.